This data is from Catalyst prediction with 721,799 reactions and 888 catalyst types from USPTO. The task is: Predict which catalyst facilitates the given reaction. Reactant: [C:1]([O:5][C:6](=[O:29])[C@@H:7]([CH:26]([CH3:28])[CH3:27])[NH:8][S:9]([C:12]1[CH:21]=[CH:20][C:19]2[C:14](=[CH:15][CH:16]=[C:17]([O:22][C:23](=[O:25])[CH3:24])[CH:18]=2)[CH:13]=1)(=[O:11])=[O:10])([CH3:4])([CH3:3])[CH3:2].C(=O)([O-])[O-].[K+].[K+].Br[CH2:37][CH2:38][CH:39]([CH3:41])[CH3:40].O. Product: [C:1]([O:5][C:6](=[O:29])[C@@H:7]([CH:26]([CH3:27])[CH3:28])[N:8]([CH2:37][CH2:38][CH:39]([CH3:41])[CH3:40])[S:9]([C:12]1[CH:21]=[CH:20][C:19]2[C:14](=[CH:15][CH:16]=[C:17]([O:22][C:23](=[O:25])[CH3:24])[CH:18]=2)[CH:13]=1)(=[O:11])=[O:10])([CH3:4])([CH3:3])[CH3:2]. The catalyst class is: 9.